This data is from Catalyst prediction with 721,799 reactions and 888 catalyst types from USPTO. The task is: Predict which catalyst facilitates the given reaction. (1) Reactant: [Cl:1][C:2]1[CH:3]=[C:4]([CH2:11][C:12]([O:14][CH3:15])=[O:13])[CH:5]=[CH:6][C:7]=1[N+:8]([O-])=O.C(O[Na])(C)=O.O.O.O.CC(O)=O. Product: [NH2:8][C:7]1[CH:6]=[CH:5][C:4]([CH2:11][C:12]([O:14][CH3:15])=[O:13])=[CH:3][C:2]=1[Cl:1]. The catalyst class is: 24. (2) Reactant: [OH-].[Na+].C[O:4][C:5]([C:7]1[CH:8]=[C:9]([C:17]2[CH:22]=[CH:21][CH:20]=[C:19]([C:23]3[C:32]4[C:27](=[CH:28][C:29]([O:38][CH3:39])=[C:30]5[O:35][C:34]([CH3:37])([CH3:36])[CH2:33][C:31]5=4)[CH2:26][C:25]([CH3:41])([CH3:40])[N:24]=3)[CH:18]=2)[CH:10]=[CH:11][C:12]=1[NH:13][C:14](=[O:16])[CH3:15])=[O:6].Cl. Product: [C:14]([NH:13][C:12]1[CH:11]=[CH:10][C:9]([C:17]2[CH:22]=[CH:21][CH:20]=[C:19]([C:23]3[C:32]4[C:27](=[CH:28][C:29]([O:38][CH3:39])=[C:30]5[O:35][C:34]([CH3:37])([CH3:36])[CH2:33][C:31]5=4)[CH2:26][C:25]([CH3:41])([CH3:40])[N:24]=3)[CH:18]=2)=[CH:8][C:7]=1[C:5]([OH:6])=[O:4])(=[O:16])[CH3:15]. The catalyst class is: 5. (3) The catalyst class is: 4. Product: [C:1]([SiH2:5][O:6][C:7]([CH3:16])([CH3:15])[C:8]1[CH:13]=[CH:12][N+:11]([O-:25])=[C:10]([CH3:14])[CH:9]=1)([CH3:4])([CH3:3])[CH3:2]. Reactant: [C:1]([SiH2:5][O:6][C:7]([CH3:16])([CH3:15])[C:8]1[CH:13]=[CH:12][N:11]=[C:10]([CH3:14])[CH:9]=1)([CH3:4])([CH3:3])[CH3:2].C1C=C(Cl)C=C(C(OO)=[O:25])C=1. (4) Reactant: CCOC(C)=O.[F:7][C:8]1[CH:9]=[C:10]([CH:14]=[CH:15][C:16]=1[N+:17]([O-])=O)[C:11]([NH2:13])=O.CCN(CC)CC. Product: [F:7][C:8]1[CH:9]=[C:10]([CH:14]=[CH:15][C:16]=1[NH2:17])[C:11]#[N:13]. The catalyst class is: 2. (5) Reactant: B(Br)(Br)Br.C[O:6][C:7]1[CH:8]=[C:9]2[C:14](=[CH:15][CH:16]=1)[C:13]([C:17]([C:19]1[CH:24]=[CH:23][C:22]([O:25][CH2:26][CH2:27][N:28]3[CH2:33][CH2:32][CH2:31][CH2:30][CH2:29]3)=[CH:21][CH:20]=1)=[O:18])=[C:12]([CH2:34][C:35]1[CH:40]=[CH:39][CH:38]=[CH:37][C:36]=1[O:41]C)[CH:11]=[CH:10]2. Product: [OH:6][C:7]1[CH:8]=[C:9]2[C:14](=[CH:15][CH:16]=1)[C:13]([C:17]([C:19]1[CH:20]=[CH:21][C:22]([O:25][CH2:26][CH2:27][N:28]3[CH2:29][CH2:30][CH2:31][CH2:32][CH2:33]3)=[CH:23][CH:24]=1)=[O:18])=[C:12]([CH2:34][C:35]1[CH:40]=[CH:39][CH:38]=[CH:37][C:36]=1[OH:41])[CH:11]=[CH:10]2. The catalyst class is: 2.